From a dataset of Reaction yield outcomes from USPTO patents with 853,638 reactions. Predict the reaction yield, written as a fraction of the theoretical maximum amount of product (1.0 means a 100% yield; for example, 0.34 means a 34% yield). The reactants are Br[C:2]1[CH:17]=[C:16]2[C:5]([CH2:6][C:7]([CH3:19])([CH3:18])[CH2:8][C:9]32[CH2:14][CH2:13][O:12][C:11]([NH2:15])=[N:10]3)=[CH:4][CH:3]=1.[N:20]1[CH:25]=[C:24](B(O)O)[CH:23]=[N:22][CH:21]=1.C(=O)([O-])[O-].[Na+].[Na+]. The catalyst is O1CCOCC1.CCOC(C)=O. The product is [CH3:18][C:7]1([CH3:19])[CH2:6][C:5]2[C:16](=[CH:17][C:2]([C:24]3[CH:25]=[N:20][CH:21]=[N:22][CH:23]=3)=[CH:3][CH:4]=2)[C:9]2([CH2:14][CH2:13][O:12][C:11]([NH2:15])=[N:10]2)[CH2:8]1. The yield is 0.770.